From a dataset of Orexin1 receptor HTS with 218,158 compounds and 233 confirmed actives. Binary Classification. Given a drug SMILES string, predict its activity (active/inactive) in a high-throughput screening assay against a specified biological target. (1) The drug is O=C1NCCN(C1CC(OCC)=O)Cc1cc(OC)c(OC)cc1. The result is 0 (inactive). (2) The molecule is S=C(Nc1c(CC)cccc1CC)NC(c1ccccc1)C. The result is 0 (inactive). (3) The compound is Brc1ccc(SCC(N2CCN(CCC2=O)CC(C)C)Cc2ccccc2)cc1. The result is 0 (inactive). (4) The drug is Fc1c(N2CCN(CC2)Cc2nc(N3CCCc4c3cccc4)nc(n2)N)cccc1. The result is 0 (inactive). (5) The drug is O=C(NC(=O)NCCC=1CCCCC1)CN(C(c1ccccc1)C)C. The result is 0 (inactive). (6) The compound is Fc1cc(NC(=O)CN(C(=O)C2CN(C(=O)C2)CCc2ccccc2)C)ccc1. The result is 0 (inactive).